This data is from Reaction yield outcomes from USPTO patents with 853,638 reactions. The task is: Predict the reaction yield, written as a fraction of the theoretical maximum amount of product (1.0 means a 100% yield; for example, 0.34 means a 34% yield). (1) The reactants are [CH:1]1([CH2:4][NH:5][C:6](=[O:30])[C:7]2[CH:12]=[C:11]([C:13]3[CH:14]=[C:15]4[C:19](=[CH:20][CH:21]=3)[N:18]([CH:22]3[CH2:27][CH2:26][CH2:25][CH2:24][O:23]3)[N:17]=[C:16]4[CH:28]=O)[CH:10]=[N:9][CH:8]=2)[CH2:3][CH2:2]1.[N:31]1[CH:36]=[C:35]([NH2:37])[C:34]([NH2:38])=[C:33]([C:39]2[CH:40]=[N:41][CH:42]=[CH:43][CH:44]=2)[CH:32]=1.[S]. The catalyst is CN(C=O)C. The product is [CH:1]1([CH2:4][NH:5][C:6](=[O:30])[C:7]2[CH:12]=[C:11]([C:13]3[CH:14]=[C:15]4[C:19](=[CH:20][CH:21]=3)[N:18]([CH:22]3[CH2:27][CH2:26][CH2:25][CH2:24][O:23]3)[N:17]=[C:16]4[C:28]3[NH:37][C:35]4[CH:36]=[N:31][CH:32]=[C:33]([C:39]5[CH:40]=[N:41][CH:42]=[CH:43][CH:44]=5)[C:34]=4[N:38]=3)[CH:10]=[N:9][CH:8]=2)[CH2:2][CH2:3]1. The yield is 0.230. (2) The reactants are [F:1][C:2]1[C:11]2[O:10][CH2:9][CH:8]([N+:12]([O-])=O)[CH2:7][C:6]=2[C:5]([C:15]([NH2:17])=[O:16])=[CH:4][CH:3]=1.C1COCC1.O.NN. The catalyst is C(O)C.[Ni]. The product is [NH2:12][CH:8]1[CH2:7][C:6]2[C:5]([C:15]([NH2:17])=[O:16])=[CH:4][CH:3]=[C:2]([F:1])[C:11]=2[O:10][CH2:9]1. The yield is 0.610. (3) The reactants are [CH2:1]([N:8]([CH2:31][C:32]1[CH:37]=[CH:36][CH:35]=[CH:34][CH:33]=1)[C:9]1([C:12]2[CH:17]=[CH:16][C:15]([C:18]#[C:19][C:20]3[CH:30]=[CH:29][C:23]([C:24]([O:26]CC)=[O:25])=[CH:22][CH:21]=3)=[CH:14][CH:13]=2)[CH2:11][CH2:10]1)[C:2]1[CH:7]=[CH:6][CH:5]=[CH:4][CH:3]=1.[OH-].[Na+]. The catalyst is C(O)C.O1CCCC1. The product is [CH2:31]([N:8]([CH2:1][C:2]1[CH:7]=[CH:6][CH:5]=[CH:4][CH:3]=1)[C:9]1([C:12]2[CH:17]=[CH:16][C:15]([C:18]#[C:19][C:20]3[CH:21]=[CH:22][C:23]([C:24]([OH:26])=[O:25])=[CH:29][CH:30]=3)=[CH:14][CH:13]=2)[CH2:10][CH2:11]1)[C:32]1[CH:33]=[CH:34][CH:35]=[CH:36][CH:37]=1. The yield is 0.930. (4) The reactants are [CH3:1][C:2]([C:4]1[CH:5]=[CH:6][C:7]([OH:10])=[CH:8][CH:9]=1)=[O:3].C([O-])([O-])=O.[K+].[K+].[CH2:31](C(Br)CCOCCC(Br)[CH2:31][C:32]1[CH:37]=[CH:36][CH:35]=[CH:34][CH:33]=1)[C:32]1[CH:37]=[CH:36][CH:35]=[CH:34][CH:33]=1.[CH2:40]([OH:42])[CH3:41]. No catalyst specified. The product is [CH2:31]([O:42][CH2:40][CH2:41][O:10][C:7]1[CH:8]=[CH:9][C:4]([C:2](=[O:3])[CH3:1])=[CH:5][CH:6]=1)[C:32]1[CH:33]=[CH:34][CH:35]=[CH:36][CH:37]=1. The yield is 0.710. (5) The reactants are [OH:1][C@H:2]1[CH2:19][CH2:18][C@@:17]2([CH3:20])[C@@H:4]([CH2:5][CH2:6][C@:7]3([CH3:36])[C@@H:16]2[CH2:15][CH2:14][C@H:13]2[C@@:8]3([CH3:35])[CH2:9][CH2:10][C@@:11]3([C:27]([N:29]4[CH2:34][CH2:33][CH2:32][CH2:31][CH2:30]4)=[O:28])[CH2:23][CH2:22][C@@H:21]([C:24]([CH3:26])=[CH2:25])[C@@H:12]32)[C:3]1([CH3:38])[CH3:37].[CH2:39]([Zn]CC)C.ICI. The catalyst is C(Cl)Cl.CCCCCC. The product is [OH:1][C@H:2]1[CH2:19][CH2:18][C@@:17]2([CH3:20])[C@@H:4]([CH2:5][CH2:6][C@:7]3([CH3:36])[C@@H:16]2[CH2:15][CH2:14][C@H:13]2[C@@:8]3([CH3:35])[CH2:9][CH2:10][C@@:11]3([C:27]([N:29]4[CH2:34][CH2:33][CH2:32][CH2:31][CH2:30]4)=[O:28])[CH2:23][CH2:22][C@@H:21]([C:24]4([CH3:39])[CH2:26][CH2:25]4)[C@@H:12]32)[C:3]1([CH3:38])[CH3:37]. The yield is 0.310. (6) The reactants are C1([NH:7][C:8]([C:10]2[C:11](=[O:29])[N:12]([CH2:22][C:23]3[CH:28]=[CH:27][CH:26]=[CH:25][CH:24]=3)[C:13]3[C:18]([C:19]=2O)=[CH:17][C:16]([CH3:21])=[CH:15][CH:14]=3)=O)CCCCC1.P(Cl)(Cl)([Cl:32])=O. No catalyst specified. The product is [CH2:22]([N:12]1[C:13]2[C:18](=[CH:17][C:16]([CH3:21])=[CH:15][CH:14]=2)[C:19]([Cl:32])=[C:10]([C:8]#[N:7])[C:11]1=[O:29])[C:23]1[CH:28]=[CH:27][CH:26]=[CH:25][CH:24]=1. The yield is 0.380. (7) The reactants are [CH:1]1[C:10]2[C:5](=[CH:6][CH:7]=[CH:8][CH:9]=2)[CH:4]=[CH:3][C:2]=1[CH:11]=[O:12].[OH-:13].[K+]. The catalyst is C(O)C. The product is [CH3:1][C:2]([CH3:11])([CH2:3][OH:13])[CH:11]([C:2]1[CH:3]=[CH:4][C:5]2[C:10](=[CH:9][CH:8]=[CH:7][CH:6]=2)[CH:1]=1)[OH:12]. The yield is 0.910. (8) The reactants are [CH3:1][O:2][CH:3]1[CH2:6][N:5]([C:7]([C:9]2[CH:18]=[CH:17][C:16]3[C:11](=[C:12]([C:19]4[CH:24]=[CH:23][C:22]([C:25]5[CH:29]=[CH:28][N:27]([CH3:30])[N:26]=5)=[CH:21][CH:20]=4)[CH:13]=[N:14][CH:15]=3)[N:10]=2)=[O:8])[CH2:4]1.C(OO)(=O)C.C1(C)C=CC(S(Cl)(=O)=O)=CC=1.C(C[NH2:50])O. The catalyst is C(Cl)Cl.O. The product is [NH2:50][C:15]1[N:14]=[CH:13][C:12]([C:19]2[CH:24]=[CH:23][C:22]([C:25]3[CH:29]=[CH:28][N:27]([CH3:30])[N:26]=3)=[CH:21][CH:20]=2)=[C:11]2[C:16]=1[CH:17]=[CH:18][C:9]([C:7]([N:5]1[CH2:6][CH:3]([O:2][CH3:1])[CH2:4]1)=[O:8])=[N:10]2. The yield is 0.130. (9) The reactants are [CH3:1][C:2]([CH3:19])([CH3:18])[C:3]#[C:4][C:5]1[C:10]([F:11])=[CH:9][CH:8]=[CH:7][C:6]=1[NH:12]C(=O)CCC.CC([O-])(C)C.[K+].O. The catalyst is CN(C=O)C. The product is [C:2]([C:3]1[NH:12][C:6]2[C:5]([CH:4]=1)=[C:10]([F:11])[CH:9]=[CH:8][CH:7]=2)([CH3:19])([CH3:18])[CH3:1]. The yield is 0.970. (10) The reactants are [CH:1]([C:3]1[CH:8]=[CH:7][C:6]([C:9]([CH3:13])([CH3:12])[C:10]#[N:11])=[CH:5][C:4]=1[CH3:14])=O.[BH4-].[Na+].[NH3:17]. The catalyst is CO.CC(O[Ti](OC(C)C)(OC(C)C)OC(C)C)C. The product is [NH2:17][CH2:1][C:3]1[CH:8]=[CH:7][C:6]([C:9]([CH3:13])([CH3:12])[C:10]#[N:11])=[CH:5][C:4]=1[CH3:14]. The yield is 0.870.